Dataset: Catalyst prediction with 721,799 reactions and 888 catalyst types from USPTO. Task: Predict which catalyst facilitates the given reaction. (1) Reactant: C([O-])(=[O:3])C.[NH4+].Cl[C:7]1[C:16]([C:17]#[N:18])=[C:15]([Cl:19])[C:14]2[C:9](=[N:10][CH:11]=[CH:12][CH:13]=2)[N:8]=1. Product: [Cl:19][C:15]1[C:14]2[C:9](=[N:10][CH:11]=[CH:12][CH:13]=2)[NH:8][C:7](=[O:3])[C:16]=1[C:17]#[N:18]. The catalyst class is: 15. (2) The catalyst class is: 100. Reactant: [CH:1]([C:3]1[CH:4]=[C:5]2[C:9](=[CH:10][CH:11]=1)[NH:8][C:7]([C:12]([NH2:14])=[O:13])=[C:6]2[S:15][C:16]1[CH:21]=[CH:20][CH:19]=[CH:18][CH:17]=1)=O.[CH2:22]([C:26]1[CH:32]=[CH:31][C:29]([NH2:30])=[CH:28][CH:27]=1)[CH2:23][CH2:24][CH3:25]. Product: [CH2:22]([C:26]1[CH:27]=[CH:28][C:29]([NH:30][CH2:1][C:3]2[CH:4]=[C:5]3[C:9](=[CH:10][CH:11]=2)[NH:8][C:7]([C:12]([NH2:14])=[O:13])=[C:6]3[S:15][C:16]2[CH:21]=[CH:20][CH:19]=[CH:18][CH:17]=2)=[CH:31][CH:32]=1)[CH2:23][CH2:24][CH3:25]. (3) Reactant: [CH3:1][O:2][C:3]1[CH:8]=[CH:7][C:6]([CH:9]2[CH2:13][C:12]3([CH2:18][CH2:17][CH2:16][CH2:15][CH2:14]3)[N:11]([CH2:19][C:20]([O:22]CC)=[O:21])[C:10]2=[O:25])=[CH:5][CH:4]=1.O.[OH-].[Na+]. Product: [CH3:1][O:2][C:3]1[CH:4]=[CH:5][C:6]([CH:9]2[CH2:13][C:12]3([CH2:18][CH2:17][CH2:16][CH2:15][CH2:14]3)[N:11]([CH2:19][C:20]([OH:22])=[O:21])[C:10]2=[O:25])=[CH:7][CH:8]=1. The catalyst class is: 5. (4) Reactant: [OH:1][C:2]1[C:3]([C:18]([NH:20][CH2:21][C:22]([O:24]CC)=[O:23])=[O:19])=[C:4]2[C:9](=[CH:10][C:11]=1[C:12]1[CH:17]=[N:16][CH:15]=[CH:14][N:13]=1)[N:8]=[CH:7][CH:6]=[N:5]2.[OH-].[Na+]. Product: [OH:1][C:2]1[C:3]([C:18]([NH:20][CH2:21][C:22]([OH:24])=[O:23])=[O:19])=[C:4]2[C:9](=[CH:10][C:11]=1[C:12]1[CH:17]=[N:16][CH:15]=[CH:14][N:13]=1)[N:8]=[CH:7][CH:6]=[N:5]2. The catalyst class is: 8. (5) Reactant: [CH3:1][C@H:2]1[CH2:7][N:6]([C:8]2[C:13]([N+:14]([O-])=O)=[CH:12][N:11]=[C:10]3[O:17][CH2:18][CH2:19][C:9]=23)[CH2:5][C@@H:4]([NH:20][C:21](=[O:27])[O:22][C:23]([CH3:26])([CH3:25])[CH3:24])[CH2:3]1. Product: [NH2:14][C:13]1[C:8]([N:6]2[CH2:7][C@H:2]([CH3:1])[CH2:3][C@H:4]([NH:20][C:21](=[O:27])[O:22][C:23]([CH3:26])([CH3:25])[CH3:24])[CH2:5]2)=[C:9]2[CH2:19][CH2:18][O:17][C:10]2=[N:11][CH:12]=1. The catalyst class is: 19.